The task is: Predict which catalyst facilitates the given reaction.. This data is from Catalyst prediction with 721,799 reactions and 888 catalyst types from USPTO. (1) Reactant: [CH:1]1([S:6]([C:9]2[CH:14]=[CH:13][CH:12]=[CH:11][C:10]=2[N+:15]([O-])=O)(=[O:8])=[O:7])[CH2:5][CH2:4][CH2:3][CH2:2]1.Cl[Sn]Cl. Product: [CH:1]1([S:6]([C:9]2[CH:14]=[CH:13][CH:12]=[CH:11][C:10]=2[NH2:15])(=[O:8])=[O:7])[CH2:5][CH2:4][CH2:3][CH2:2]1. The catalyst class is: 14. (2) Reactant: C([O:3][C:4]([C:6]1S[C:9]2[CH2:11][CH2:12][CH2:13][CH2:14][C:8]=2[C:7]=1[NH2:15])=O)C.[CH:16]([NH2:18])=O.CC([O-:23])(C)C.[K+]. Product: [N:15]1[C:7]2[C:8]3[CH2:14][CH2:13][CH2:12][CH2:11][C:9]=3[O:23][C:6]=2[C:4]([OH:3])=[N:18][CH:16]=1. The catalyst class is: 625.